This data is from Reaction yield outcomes from USPTO patents with 853,638 reactions. The task is: Predict the reaction yield, written as a fraction of the theoretical maximum amount of product (1.0 means a 100% yield; for example, 0.34 means a 34% yield). (1) The yield is 0.520. The reactants are [Cl:1][C:2]1[CH:9]=[CH:8][C:5]([CH2:6][OH:7])=[CH:4][C:3]=1[O:10][CH2:11][CH3:12]. The catalyst is ClCCl.O=[Mn]=O. The product is [Cl:1][C:2]1[CH:9]=[CH:8][C:5]([CH:6]=[O:7])=[CH:4][C:3]=1[O:10][CH2:11][CH3:12]. (2) The reactants are [CH:1]1([CH:7]([NH:24][C:25]2[CH:30]=[CH:29][C:28]([C:31]([N:33]([CH3:41])[CH2:34][CH2:35][C:36]([O:38]CC)=[O:37])=[O:32])=[CH:27][CH:26]=2)[C:8]2[O:9][C:10]3[CH:17]=[CH:16][C:15]([NH:18][C:19](=[O:23])[NH:20][CH2:21][CH3:22])=[CH:14][C:11]=3[C:12]=2[CH3:13])[CH2:6][CH2:5][CH2:4][CH2:3][CH2:2]1.O1CCCC1.[OH-].[Li+]. The product is [CH:1]1([CH:7]([NH:24][C:25]2[CH:30]=[CH:29][C:28]([C:31]([N:33]([CH3:41])[CH2:34][CH2:35][C:36]([OH:38])=[O:37])=[O:32])=[CH:27][CH:26]=2)[C:8]2[O:9][C:10]3[CH:17]=[CH:16][C:15]([NH:18][C:19](=[O:23])[NH:20][CH2:21][CH3:22])=[CH:14][C:11]=3[C:12]=2[CH3:13])[CH2:2][CH2:3][CH2:4][CH2:5][CH2:6]1. The catalyst is C(O)C. The yield is 0.890. (3) The reactants are [CH3:1][C:2]1[O:6][N:5]=[C:4]([C:7]2[CH:12]=[CH:11][N:10]=[CH:9][N:8]=2)[C:3]=1[CH2:13][O:14][C:15]1[CH:23]=[CH:22][C:18]([C:19]([OH:21])=O)=[CH:17][N:16]=1.[CH2:24]([CH2:26][NH2:27])[OH:25]. No catalyst specified. The product is [OH:25][CH2:24][CH2:26][NH:27][C:19](=[O:21])[C:18]1[CH:22]=[CH:23][C:15]([O:14][CH2:13][C:3]2[C:4]([C:7]3[CH:12]=[CH:11][N:10]=[CH:9][N:8]=3)=[N:5][O:6][C:2]=2[CH3:1])=[N:16][CH:17]=1. The yield is 0.730. (4) The reactants are CC1(C)[O:6][C@@H:5]([CH2:7][NH:8][C:9]([C:11]2[CH:12]=[N:13][N:14]3[CH:19]=[CH:18][C:17]([N:20]4[CH2:24][CH2:23][CH2:22][C@@H:21]4[C:25]4[C:26]([O:32][CH3:33])=[N:27][CH:28]=[C:29]([F:31])[CH:30]=4)=[N:16][C:15]=23)=[O:10])[CH2:4][O:3]1.Cl. The catalyst is C1COCC1.CCOC(C)=O. The product is [OH:6][C@H:5]([CH2:4][OH:3])[CH2:7][NH:8][C:9]([C:11]1[CH:12]=[N:13][N:14]2[CH:19]=[CH:18][C:17]([N:20]3[CH2:24][CH2:23][CH2:22][C@@H:21]3[C:25]3[C:26]([O:32][CH3:33])=[N:27][CH:28]=[C:29]([F:31])[CH:30]=3)=[N:16][C:15]=12)=[O:10]. The yield is 0.910. (5) The reactants are [CH2:1]1C[C@H]2N(C[C@H]3[C@@H]4CCCCN4C[C@@H]2C3)CC1.C([Li])(CC)C.[CH:23]([N:26]([CH:39]([CH3:41])[CH3:40])[C:27](=[O:38])[O:28][CH2:29][CH2:30][C:31]1[CH:36]=[CH:35][CH:34]=[CH:33][C:32]=1[F:37])([CH3:25])[CH3:24].CI.Cl. The catalyst is C(OCC)C.C1CCCCC1.O. The product is [CH:39]([N:26]([CH:23]([CH3:24])[CH3:25])[C:27](=[O:38])[O:28][CH:29]([CH3:1])[CH2:30][C:31]1[CH:36]=[CH:35][CH:34]=[CH:33][C:32]=1[F:37])([CH3:41])[CH3:40]. The yield is 0.450.